This data is from Forward reaction prediction with 1.9M reactions from USPTO patents (1976-2016). The task is: Predict the product of the given reaction. The product is: [Cl:1][C:2]1[CH:7]=[CH:6][CH:5]=[C:4]([Cl:8])[C:3]=1[C:9]1[CH2:13][CH:12]([C:14]2[CH:19]=[CH:18][C:17]([N+:20]([O-:22])=[O:21])=[CH:16][CH:15]=2)[S:24][N:10]=1. Given the reactants [Cl:1][C:2]1[CH:7]=[CH:6][CH:5]=[C:4]([Cl:8])[C:3]=1[C:9]1[CH2:13][CH:12]([C:14]2[CH:19]=[CH:18][C:17]([N+:20]([O-:22])=[O:21])=[CH:16][CH:15]=2)O[N:10]=1.P12(SP3(SP(SP(S3)(S1)=S)(=S)S2)=S)=[S:24], predict the reaction product.